From a dataset of Forward reaction prediction with 1.9M reactions from USPTO patents (1976-2016). Predict the product of the given reaction. The product is: [Cl:1][C:2]1[N:3]=[N:4][C:5]([Cl:11])=[CH:6][C:7]=1[C:8]([O:10][C:12]([CH3:15])([CH3:14])[CH3:13])=[O:9]. Given the reactants [Cl:1][C:2]1[N:3]=[N:4][C:5]([Cl:11])=[CH:6][C:7]=1[C:8]([OH:10])=[O:9].[C:12](O)([CH3:15])([CH3:14])[CH3:13].[I-].ClC1C=CC=C[N+]=1C.C(N(CCCC)CCCC)CCC, predict the reaction product.